Task: Predict the reactants needed to synthesize the given product.. Dataset: Full USPTO retrosynthesis dataset with 1.9M reactions from patents (1976-2016) (1) Given the product [CH:8]1[C:7]2[C:16]3=[C:15]4[C:4](=[CH:5][CH:6]=2)[CH:3]=[CH:2][CH:1]=[C:14]4[CH:13]=[CH:12][C:11]3=[CH:10][CH:9]=1, predict the reactants needed to synthesize it. The reactants are: [C:1]1(CC(O)=O)[C:14]2[C:15]3=[C:16]4[C:11](=[CH:12][CH:13]=2)[CH:10]=[CH:9][CH:8]=[C:7]4[CH:6]=[CH:5][C:4]3=[CH:3][CH:2]=1.CN(C)CCCN=C=NCC.ON1C(=O)CCC1=O.C(OCC)(=O)C. (2) Given the product [C:1]1([C:7]2([C:11]([N:28]3[CH2:23][CH2:24][CH2:25][CH2:26][CH2:27]3)=[O:13])[CH2:8][CH2:9][CH2:10]2)[CH:2]=[CH:3][CH:4]=[CH:5][CH:6]=1, predict the reactants needed to synthesize it. The reactants are: [C:1]1([C:7]2([C:11]([OH:13])=O)[CH2:10][CH2:9][CH2:8]2)[CH:6]=[CH:5][CH:4]=[CH:3][CH:2]=1.CN(C(ON1N=N[C:24]2[CH:25]=[CH:26][CH:27]=[N:28][C:23]1=2)=[N+](C)C)C.F[P-](F)(F)(F)(F)F.C(N(C(C)C)CC)(C)C.N1CCCCC1.